This data is from Experimentally validated miRNA-target interactions with 360,000+ pairs, plus equal number of negative samples. The task is: Binary Classification. Given a miRNA mature sequence and a target amino acid sequence, predict their likelihood of interaction. The miRNA is hsa-miR-27a-3p with sequence UUCACAGUGGCUAAGUUCCGC. The protein sequence of the target gene is MEESHFNSNPYFWPSIPTVSGQIENTMFINKMKDQLLPEKGCGLAPPHYPTLLTVPASVSLPSGISMDTESKSDQLTPHSQASVTQNITVVPVPSTGLMTAGVSCSQRWRREGSQSRGPGLVITSPSGSLVTTASSAQTFPISAPMIVSALPPGSQALQVVPDLSKKVASTLTEEGGGGGGGGGSVAPKPPRGRKKKRMLESGLPEMNDPYVLSPEDDDDHQKDGKTYRCRMCSLTFYSKSEMQIHSKSHTETKPHKCPHCSKTFANSSYLAQHIRIHSGAKPYSCNFCEKSFRQLSHLQ.... Result: 1 (interaction).